Task: Predict the product of the given reaction.. Dataset: Forward reaction prediction with 1.9M reactions from USPTO patents (1976-2016) (1) Given the reactants [Cl:1][C:2]1[CH:7]=[CH:6][C:5]([N:8]([C@H:12]2[C:21]3[C:16](=[CH:17][CH:18]=[CH:19][CH:20]=3)[N:15]([C:22](=[O:30])[C:23]3[CH:28]=[CH:27][C:26]([OH:29])=[CH:25][CH:24]=3)[C@@H:14]([CH3:31])[CH2:13]2)[C:9](=[O:11])[CH3:10])=[CH:4][CH:3]=1.C([O-])([O-])=O.[K+].[K+].Br[CH2:39][CH2:40][N:41]1[CH:45]=[CH:44][N:43]=[CH:42]1, predict the reaction product. The product is: [Cl:1][C:2]1[CH:3]=[CH:4][C:5]([N:8]([C@H:12]2[C:21]3[C:16](=[CH:17][CH:18]=[CH:19][CH:20]=3)[N:15]([C:22](=[O:30])[C:23]3[CH:24]=[CH:25][C:26]([O:29][CH2:39][CH2:40][N:41]4[CH:45]=[CH:44][N:43]=[CH:42]4)=[CH:27][CH:28]=3)[C@@H:14]([CH3:31])[CH2:13]2)[C:9](=[O:11])[CH3:10])=[CH:6][CH:7]=1. (2) Given the reactants [CH3:1][O:2][C:3]1[CH:8]=[CH:7][C:6]([NH:9][C:10]2[C:11]([NH2:20])=[C:12]([C:16]([F:19])([F:18])[F:17])[CH:13]=[CH:14][CH:15]=2)=[C:5]([CH3:21])[CH:4]=1.[CH3:22][C:23](C)(C)C([O-])([O-])[O-], predict the reaction product. The product is: [CH3:1][O:2][C:3]1[CH:8]=[CH:7][C:6]([N:9]2[C:10]3[CH:15]=[CH:14][CH:13]=[C:12]([C:16]([F:18])([F:17])[F:19])[C:11]=3[N:20]=[C:22]2[CH3:23])=[C:5]([CH3:21])[CH:4]=1. (3) Given the reactants O.[OH-].[Li+].CC[C@H]1[C@H]2C[C@H]([C@H](OC3C4C(=CC=CC=4)C(O[C@H](C4C=CN=C5C=4C=C(OC)C=C5)[C@@H]4N5C[C@H](CC)[C@@H](CC5)C4)=NN=3)C3C=CN=C4C=3C=C([O:25]C)C=C4)N(CC2)C1.[C:62]([NH2:65])(=[O:64])[CH3:63].[C:66]([O:76][CH:77]([CH3:79])[CH3:78])(=[O:75])[CH:67]=[CH:68][C:69]1[CH:74]=[CH:73][CH:72]=[CH:71][CH:70]=1.BrNC(=O)C, predict the reaction product. The product is: [C:62]([NH:65][C@@H:68]([C:69]1[CH:70]=[CH:71][CH:72]=[CH:73][CH:74]=1)[C@@H:67]([OH:25])[C:66]([O:76][CH:77]([CH3:79])[CH3:78])=[O:75])(=[O:64])[CH3:63]. (4) Given the reactants [CH:1]1([C:7]([O:9]C)=O)[CH2:6][CH2:5][CH2:4][CH2:3][CH2:2]1.[NH2:11][NH2:12], predict the reaction product. The product is: [CH:1]1([C:7]([NH:11][NH2:12])=[O:9])[CH2:6][CH2:5][CH2:4][CH2:3][CH2:2]1.